The task is: Predict the product of the given reaction.. This data is from Forward reaction prediction with 1.9M reactions from USPTO patents (1976-2016). (1) Given the reactants [CH2:1]([NH2:3])[CH3:2].[Br:4][C:5]1[CH:10]=[C:9](Br)[C:8]([N+:12]([O-:14])=[O:13])=[CH:7][N:6]=1.CCN(CC)CC, predict the reaction product. The product is: [Br:4][C:5]1[CH:10]=[C:9]([NH:3][CH2:1][CH3:2])[C:8]([N+:12]([O-:14])=[O:13])=[CH:7][N:6]=1. (2) Given the reactants [F:1][C:2]1([F:34])[O:6][C:5]2[CH:7]=[CH:8][C:9]([C:11]3([C:14]([NH:16][CH:17]4[C:26]5[C:21](=[CH:22][C:23]([O:27][CH3:28])=[CH:24][CH:25]=5)[O:20][CH:19]([C:29]([O:31]CC)=[O:30])[CH2:18]4)=[O:15])[CH2:13][CH2:12]3)=[CH:10][C:4]=2[O:3]1.[OH-].[Na+].Cl, predict the reaction product. The product is: [F:34][C:2]1([F:1])[O:6][C:5]2[CH:7]=[CH:8][C:9]([C:11]3([C:14]([NH:16][CH:17]4[C:26]5[C:21](=[CH:22][C:23]([O:27][CH3:28])=[CH:24][CH:25]=5)[O:20][CH:19]([C:29]([OH:31])=[O:30])[CH2:18]4)=[O:15])[CH2:13][CH2:12]3)=[CH:10][C:4]=2[O:3]1. (3) Given the reactants Br[CH:2]1[CH2:8][CH2:7][N:6]([CH:9]2[CH2:12][CH2:11][CH2:10]2)[CH2:5][CH2:4][C:3]1=O.[F:14][C:15]([F:26])([F:25])[C:16]1[CH:21]=[CH:20][C:19]([C:22](=[S:24])[NH2:23])=[CH:18][CH:17]=1, predict the reaction product. The product is: [CH:9]1([N:6]2[CH2:7][CH2:8][C:2]3[S:24][C:22]([C:19]4[CH:18]=[CH:17][C:16]([C:15]([F:14])([F:25])[F:26])=[CH:21][CH:20]=4)=[N:23][C:3]=3[CH2:4][CH2:5]2)[CH2:12][CH2:11][CH2:10]1. (4) Given the reactants [F:1][C:2]1[CH:7]=[CH:6][C:5]([CH2:8][OH:9])=[CH:4][CH:3]=1.Cl[C:11]1[CH:23]=[C:15]2[N:16]([CH3:22])[C:17]([CH3:21])([CH3:20])[CH2:18][CH2:19][N:14]2[C:13](=[O:24])[N:12]=1, predict the reaction product. The product is: [F:1][C:2]1[CH:7]=[CH:6][C:5]([CH2:8][O:9][C:11]2[CH:23]=[C:15]3[N:16]([CH3:22])[C:17]([CH3:21])([CH3:20])[CH2:18][CH2:19][N:14]3[C:13](=[O:24])[N:12]=2)=[CH:4][CH:3]=1. (5) Given the reactants [C:1]([O:5][C:6]([NH:8][C@H:9]([CH2:29][C:30]1[CH:35]=[C:34]([F:36])[C:33]([F:37])=[CH:32][C:31]=1[F:38])[CH2:10][C:11]([N:13]1[CH2:18][CH2:17][N:16]2[C:19]([C:25]([F:28])([F:27])[F:26])=[N:20][C:21]([C:22](O)=[O:23])=[C:15]2[CH2:14]1)=[O:12])=[O:7])([CH3:4])([CH3:3])[CH3:2].N[C:40]1[CH:41]=[N:42][CH:43]=[CH:44][CH:45]=1.C([N:48](CC)CC)C.O=C1N(P(Cl)(N2CCOC2=O)=O)CCO1, predict the reaction product. The product is: [C:1]([O:5][C:6](=[O:7])[NH:8][C@H:9]([CH2:29][C:30]1[CH:35]=[C:34]([F:36])[C:33]([F:37])=[CH:32][C:31]=1[F:38])[CH2:10][C:11](=[O:12])[N:13]1[CH2:18][CH2:17][N:16]2[C:19]([C:25]([F:28])([F:27])[F:26])=[N:20][C:21]([C:22](=[O:23])[NH:48][C:43]3[CH:44]=[CH:45][CH:40]=[CH:41][N:42]=3)=[C:15]2[CH2:14]1)([CH3:4])([CH3:2])[CH3:3]. (6) Given the reactants Cl.C([Si]([O:9][CH:10]([CH2:15][CH2:16][C:17]1[CH:22]=[CH:21][C:20]([C:23]([CH2:42][CH3:43])([C:26]2[CH:31]=[CH:30][C:29]([C:32]3[O:33][C:34]([CH:37]=[CH:38][O:39]C)=[CH:35][CH:36]=3)=[C:28]([CH3:41])[CH:27]=2)[CH2:24][CH3:25])=[CH:19][C:18]=1[CH3:44])[C:11]([CH3:14])([CH3:13])[CH3:12])(C)C)(C)(C)C.C(=O)(O)[O-:46].[Na+].P([O-])(O)(O)=O.[Na+].Cl[O-].[Na+].CC(=CC)C.S(=O)(=O)(O)[O-].[K+], predict the reaction product. The product is: [CH2:42]([C:23]([C:26]1[CH:31]=[CH:30][C:29]([C:32]2[O:33][C:34]([CH2:37][C:38]([OH:46])=[O:39])=[CH:35][CH:36]=2)=[C:28]([CH3:41])[CH:27]=1)([C:20]1[CH:21]=[CH:22][C:17]([CH2:16][CH2:15][CH:10]([OH:9])[C:11]([CH3:13])([CH3:12])[CH3:14])=[C:18]([CH3:44])[CH:19]=1)[CH2:24][CH3:25])[CH3:43]. (7) Given the reactants [C:1]1([C:7]2[CH:8]=[C:9]([C:22]([NH2:24])=[O:23])[C:10]3[CH:11]=[N:12][N:13]([CH:16]4[CH2:21][CH2:20][CH2:19][NH:18][CH2:17]4)[C:14]=3[CH:15]=2)[CH:6]=[CH:5][CH:4]=[CH:3][CH:2]=1.C(N(CC)CC)C.[C:32](Cl)(=[O:35])[CH2:33][CH3:34], predict the reaction product. The product is: [C:1]1([C:7]2[CH:8]=[C:9]([C:22]([NH2:24])=[O:23])[C:10]3[CH:11]=[N:12][N:13]([CH:16]4[CH2:21][CH2:20][CH2:19][N:18]([C:32](=[O:35])[CH2:33][CH3:34])[CH2:17]4)[C:14]=3[CH:15]=2)[CH:2]=[CH:3][CH:4]=[CH:5][CH:6]=1.